Dataset: NCI-60 drug combinations with 297,098 pairs across 59 cell lines. Task: Regression. Given two drug SMILES strings and cell line genomic features, predict the synergy score measuring deviation from expected non-interaction effect. (1) Drug 1: COC1=NC(=NC2=C1N=CN2C3C(C(C(O3)CO)O)O)N. Drug 2: C1CC(=O)NC(=O)C1N2C(=O)C3=CC=CC=C3C2=O. Cell line: SF-295. Synergy scores: CSS=-6.65, Synergy_ZIP=5.08, Synergy_Bliss=5.41, Synergy_Loewe=-3.04, Synergy_HSA=-2.34. (2) Drug 1: C1=NC2=C(N=C(N=C2N1C3C(C(C(O3)CO)O)F)Cl)N. Drug 2: CCC1(C2=C(COC1=O)C(=O)N3CC4=CC5=C(C=CC(=C5CN(C)C)O)N=C4C3=C2)O.Cl. Cell line: SF-268. Synergy scores: CSS=35.0, Synergy_ZIP=-3.32, Synergy_Bliss=-2.92, Synergy_Loewe=-7.91, Synergy_HSA=-0.597. (3) Drug 1: CS(=O)(=O)OCCCCOS(=O)(=O)C. Drug 2: COC1=C2C(=CC3=C1OC=C3)C=CC(=O)O2. Cell line: 786-0. Synergy scores: CSS=7.72, Synergy_ZIP=-2.49, Synergy_Bliss=-0.00450, Synergy_Loewe=-1.33, Synergy_HSA=-0.745. (4) Drug 1: CCN(CC)CCNC(=O)C1=C(NC(=C1C)C=C2C3=C(C=CC(=C3)F)NC2=O)C. Drug 2: CN(C(=O)NC(C=O)C(C(C(CO)O)O)O)N=O. Cell line: NCI-H322M. Synergy scores: CSS=4.85, Synergy_ZIP=5.90, Synergy_Bliss=0.324, Synergy_Loewe=2.90, Synergy_HSA=-2.65.